Dataset: hERG potassium channel inhibition data for cardiac toxicity prediction from Karim et al.. Task: Regression/Classification. Given a drug SMILES string, predict its toxicity properties. Task type varies by dataset: regression for continuous values (e.g., LD50, hERG inhibition percentage) or binary classification for toxic/non-toxic outcomes (e.g., AMES mutagenicity, cardiotoxicity, hepatotoxicity). Dataset: herg_karim. (1) The molecule is C[n+]1c(CCCOc2ccccc2)cccc1CCCOc1ccccc1. The result is 1 (blocker). (2) The molecule is COc1ccc(CCN2C(=O)N(NS(=O)(=O)Cc3ccccc3)CC2c2ccc(OC)cc2)cc1. The result is 1 (blocker). (3) The drug is Cc1nc2ncc(Oc3ccc(F)cc3)cc2c(=O)n1CC1CCCN(C(C)C)C1. The result is 1 (blocker). (4) The molecule is CC(C)N(C)[C@@H]1CC[C@H](N2CC[C@H](NC(=O)c3cccc(C(C)(C)C)c3)C2=O)[C@H](CS(=O)(=O)C(C)C)C1. The result is 0 (non-blocker).